This data is from Full USPTO retrosynthesis dataset with 1.9M reactions from patents (1976-2016). The task is: Predict the reactants needed to synthesize the given product. (1) Given the product [Cl:18][C:19]1[CH:24]=[C:23]([CH:22]=[CH:21][C:20]=1[O:29][C:2]1[N:6]([CH3:7])[C:5]2[C:8]([CH:13]([CH2:16][CH3:17])[CH2:14][CH3:15])=[CH:9][CH:10]=[C:11]([Cl:12])[C:4]=2[N:3]=1)[N:25]([CH3:27])[CH3:26], predict the reactants needed to synthesize it. The reactants are: Cl[C:2]1[N:6]([CH3:7])[C:5]2[C:8]([CH:13]([CH2:16][CH3:17])[CH2:14][CH3:15])=[CH:9][CH:10]=[C:11]([Cl:12])[C:4]=2[N:3]=1.[Cl:18][C:19]1[CH:24]=[C:23]([N:25]([CH3:27])[CH3:26])[CH:22]=[C:21](Cl)[C:20]=1[OH:29].C(=O)([O-])[O-].[K+].[K+].CN1CCCC1=O. (2) Given the product [CH2:1]([O:3][CH:4]([O:18][CH2:19][CH3:20])[CH2:5][N:6]1[C:10]([NH:11][C:22]2[CH:27]=[C:26]([N+:28]([O-:30])=[O:29])[CH:25]=[CH:24][C:23]=2[CH3:31])=[CH:9][C:8]([C:12]2[CH:13]=[N:14][CH:15]=[CH:16][CH:17]=2)=[N:7]1)[CH3:2], predict the reactants needed to synthesize it. The reactants are: [CH2:1]([O:3][CH:4]([O:18][CH2:19][CH3:20])[CH2:5][N:6]1[C:10]([NH2:11])=[CH:9][C:8]([C:12]2[CH:13]=[N:14][CH:15]=[CH:16][CH:17]=2)=[N:7]1)[CH3:2].Br[C:22]1[CH:27]=[C:26]([N+:28]([O-:30])=[O:29])[CH:25]=[CH:24][C:23]=1[CH3:31].CC1(C)C2C(=C(P(C3C=CC=CC=3)C3C=CC=CC=3)C=CC=2)OC2C(P(C3C=CC=CC=3)C3C=CC=CC=3)=CC=CC1=2.C(=O)([O-])[O-].[Cs+].[Cs+].